This data is from Forward reaction prediction with 1.9M reactions from USPTO patents (1976-2016). The task is: Predict the product of the given reaction. (1) Given the reactants [CH3:1][O:2][C:3]1[CH:10]=[C:9]([O:11][CH3:12])[CH:8]=[CH:7][C:4]=1[C:5]#[N:6].[CH2:13]([O:15][C:16](=[O:21])[C@H:17]([CH2:19][SH:20])N)[CH3:14].C(N(CC)CC)C, predict the reaction product. The product is: [CH2:13]([O:15][C:16]([C@@H:17]1[CH2:19][S:20][C:5]([C:4]2[CH:7]=[CH:8][C:9]([O:11][CH3:12])=[CH:10][C:3]=2[O:2][CH3:1])=[N:6]1)=[O:21])[CH3:14]. (2) The product is: [F:19][C:20]1[CH:26]=[CH:25][C:23]([NH:24][C:15](=[O:17])[CH2:14][C:9]2[NH:10][C:11](=[O:13])[CH:12]=[C:7]([N:1]3[CH2:2][CH2:3][O:4][CH2:5][CH2:6]3)[N:8]=2)=[CH:22][C:21]=1[CH3:27]. Given the reactants [N:1]1([C:7]2[N:8]=[C:9]([CH2:14][C:15]([O-:17])=O)[NH:10][C:11](=[O:13])[CH:12]=2)[CH2:6][CH2:5][O:4][CH2:3][CH2:2]1.[Na+].[F:19][C:20]1[CH:26]=[CH:25][C:23]([NH2:24])=[CH:22][C:21]=1[CH3:27], predict the reaction product. (3) The product is: [CH:1]([C:4]1[N:5]([CH2:16][C:17]2[CH:22]=[CH:21][C:20]([NH2:23])=[CH:19][CH:18]=2)[C:6]2[CH:12]=[CH:11][CH:10]=[CH:9][C:7]=2[N:8]=1)([CH3:3])[CH3:2]. Given the reactants [CH:1]([C:4]1[NH:5][C:6]2[CH:12]=[CH:11][CH:10]=[CH:9][C:7]=2[N:8]=1)([CH3:3])[CH3:2].[H-].[Na+].Cl[CH2:16][C:17]1[CH:22]=[CH:21][C:20]([N+:23]([O-])=O)=[CH:19][CH:18]=1, predict the reaction product. (4) Given the reactants [C:1]([C:4]1[C:12]2[C:7](=[CH:8][N:9]=[CH:10][CH:11]=2)[N:6]([CH2:13][C:14]([N:16]2[C@H:21]([C:22](=[O:33])[NH:23][C@@H:24]3[CH2:26][C@H:25]3[C:27]3[CH:32]=[CH:31][CH:30]=[CH:29][CH:28]=3)[CH2:20][C@:19]3([CH2:34][O:35]C(=O)CN4C5=CN=CC=C5C(C(=O)C)=N4)[C@H:17]2[CH2:18]3)=[O:15])[N:5]=1)(=[O:3])[CH3:2].[OH-].[Na+].C([O-])(O)=O.[Na+], predict the reaction product. The product is: [C:27]1([C@@H:25]2[CH2:26][C@H:24]2[NH:23][C:22]([C@@H:21]2[CH2:20][C@:19]3([CH2:34][OH:35])[C@@H:17]([CH2:18]3)[N:16]2[C:14](=[O:15])[CH2:13][N:6]2[C:7]3=[CH:8][N:9]=[CH:10][CH:11]=[C:12]3[C:4]([C:1](=[O:3])[CH3:2])=[N:5]2)=[O:33])[CH:32]=[CH:31][CH:30]=[CH:29][CH:28]=1. (5) The product is: [CH:2]([C:5]1[N:10]=[C:9]([C:11]([OH:16])=[O:13])[CH:8]=[CH:7][CH:6]=1)([CH3:4])[CH3:3]. Given the reactants Cl.[CH:2]([C:5]1[N:10]=[C:9]([C:11]#N)[CH:8]=[CH:7][CH:6]=1)([CH3:4])[CH3:3].[OH-:13].[Na+].C[OH:16], predict the reaction product.